This data is from Forward reaction prediction with 1.9M reactions from USPTO patents (1976-2016). The task is: Predict the product of the given reaction. (1) Given the reactants Br[C:2]1[CH:3]=[CH:4][C:5]([O:8][CH2:9][C:10]2[N:14]([CH3:15])[N:13]=[CH:12][C:11]=2[C:16]2[O:20][N:19]=[C:18]([C:21]3[CH:22]=[C:23]([S:27]([NH2:30])(=[O:29])=[O:28])[CH:24]=[CH:25][CH:26]=3)[N:17]=2)=[N:6][CH:7]=1.[Cu][C:32]#[N:33], predict the reaction product. The product is: [C:32]([C:2]1[CH:3]=[CH:4][C:5]([O:8][CH2:9][C:10]2[N:14]([CH3:15])[N:13]=[CH:12][C:11]=2[C:16]2[O:20][N:19]=[C:18]([C:21]3[CH:22]=[C:23]([S:27]([NH2:30])(=[O:28])=[O:29])[CH:24]=[CH:25][CH:26]=3)[N:17]=2)=[N:6][CH:7]=1)#[N:33]. (2) Given the reactants [CH2:1]([O:3][C:4]1[N:9]=[C:8]([C:10]#[N:11])[C:7]([N+:12]([O-])=O)=[CH:6][CH:5]=1)[CH3:2], predict the reaction product. The product is: [NH2:12][C:7]1[C:8]([C:10]#[N:11])=[N:9][C:4]([O:3][CH2:1][CH3:2])=[CH:5][CH:6]=1. (3) Given the reactants [Br:1][C:2]1[CH:3]=[C:4]([CH:7]=[CH:8][CH:9]=1)[CH2:5][NH2:6].[Cl:10][C:11]1[CH:16]=[CH:15][C:14]([NH:17][C:18](=[O:25])[CH2:19][O:20][CH2:21][C:22](O)=[O:23])=[C:13]([C:26]([O:28]C)=[O:27])[CH:12]=1, predict the reaction product. The product is: [Br:1][C:2]1[CH:3]=[C:4]([CH:7]=[CH:8][CH:9]=1)[CH2:5][NH:6][C:22](=[O:23])[CH2:21][O:20][CH2:19][C:18]([NH:17][C:14]1[CH:15]=[CH:16][C:11]([Cl:10])=[CH:12][C:13]=1[C:26]([OH:28])=[O:27])=[O:25]. (4) Given the reactants [Cl:1][C:2]1[N:7]=[C:6]([C:8]2[C:9]([C:18]3[CH:19]=[C:20]([NH:24]C(=O)C(F)(F)F)[CH:21]=[CH:22][CH:23]=3)=[N:10][N:11]3[CH:16]=[CH:15][CH:14]=[C:13]([F:17])[C:12]=23)[CH:5]=[CH:4][N:3]=1.[Li+].[OH-].C([O-])(O)=O.[Na+], predict the reaction product. The product is: [Cl:1][C:2]1[N:7]=[C:6]([C:8]2[C:9]([C:18]3[CH:19]=[C:20]([CH:21]=[CH:22][CH:23]=3)[NH2:24])=[N:10][N:11]3[CH:16]=[CH:15][CH:14]=[C:13]([F:17])[C:12]=23)[CH:5]=[CH:4][N:3]=1. (5) Given the reactants [Cl:1][C:2]1[CH:3]=[C:4]([N:9]2[CH2:14][CH2:13][N:12]([C:15]([C@H:17]3[CH2:22][N:21](C(OC(C)(C)C)=O)[CH2:20][CH2:19][N:18]3[C:30]([O:32][C:33]([CH3:36])([CH3:35])[CH3:34])=[O:31])=[O:16])[CH2:11][CH2:10]2)[CH:5]=[CH:6][C:7]=1[Cl:8].N1C(C)=CC=CC=1C.[Si](OS(C(F)(F)F)(=O)=O)(C(C)(C)C)(C)C, predict the reaction product. The product is: [Cl:1][C:2]1[CH:3]=[C:4]([N:9]2[CH2:10][CH2:11][N:12]([C:15]([C@H:17]3[CH2:22][NH:21][CH2:20][CH2:19][N:18]3[C:30]([O:32][C:33]([CH3:36])([CH3:35])[CH3:34])=[O:31])=[O:16])[CH2:13][CH2:14]2)[CH:5]=[CH:6][C:7]=1[Cl:8].